Dataset: Full USPTO retrosynthesis dataset with 1.9M reactions from patents (1976-2016). Task: Predict the reactants needed to synthesize the given product. (1) Given the product [Cl:13][C:10]1[C:9]2[C:4](=[CH:5][C:6]([F:15])=[CH:7][C:8]=2[F:14])[N:3]=[C:2]([CH2:22][C:21]2[CH:24]=[CH:25][CH:26]=[C:19]([O:18][CH3:17])[CH:20]=2)[C:11]=1[CH3:12], predict the reactants needed to synthesize it. The reactants are: Cl[C:2]1[C:11]([CH3:12])=[C:10]([Cl:13])[C:9]2[C:4](=[CH:5][C:6]([F:15])=[CH:7][C:8]=2[F:14])[N:3]=1.[Cl-].[CH3:17][O:18][C:19]1[CH:20]=[C:21]([CH:24]=[CH:25][CH:26]=1)[CH2:22][Zn+]. (2) Given the product [F:2][C:3]([F:14])([F:13])[O:4][C:5]1[CH:10]=[C:9]2[C:8](=[CH:7][CH:6]=1)[NH:11][C:18]1[CH2:17][CH:16]3[NH:24][CH:20]([C:19]2=1)[CH2:21][CH2:22][CH2:23]3, predict the reactants needed to synthesize it. The reactants are: Cl.[F:2][C:3]([F:14])([F:13])[O:4][C:5]1[CH:10]=[CH:9][C:8]([NH:11]N)=[CH:7][CH:6]=1.Cl.[CH:16]12[NH:24][CH:20]([CH2:21][CH2:22][CH2:23]1)[CH2:19][C:18](=O)[CH2:17]2.Cl.C(O)(=O)C.